From a dataset of Reaction yield outcomes from USPTO patents with 853,638 reactions. Predict the reaction yield, written as a fraction of the theoretical maximum amount of product (1.0 means a 100% yield; for example, 0.34 means a 34% yield). (1) The reactants are [CH2:1]([O:3][C:4]([C:6]1[N:7]([CH2:12][CH3:13])[CH:8]=[C:9](I)[CH:10]=1)=[O:5])[CH3:2].CCN(CC)CC.[C:21]([C:23]1[CH:28]=[CH:27][CH:26]=[C:25]([O:29][CH3:30])[CH:24]=1)#[CH:22]. The catalyst is C(#N)C.[Cu]I. The product is [CH2:1]([O:3][C:4]([C:6]1[N:7]([CH2:12][CH3:13])[CH:8]=[C:9]([C:22]#[C:21][C:23]2[CH:28]=[CH:27][CH:26]=[C:25]([O:29][CH3:30])[CH:24]=2)[CH:10]=1)=[O:5])[CH3:2]. The yield is 0.840. (2) The reactants are [C:1]([C:5]1[CH:6]=[C:7]2[C:12](=[CH:13][CH:14]=1)[N+:11]([O-])=[CH:10][CH:9]=[CH:8]2)([CH3:4])([CH3:3])[CH3:2].C[Si]([C:20]#[N:21])(C)C.CN(C)C. The catalyst is C(#N)C. The product is [C:1]([C:5]1[CH:6]=[C:7]2[C:12](=[CH:13][CH:14]=1)[N:11]=[C:10]([C:20]#[N:21])[CH:9]=[CH:8]2)([CH3:4])([CH3:3])[CH3:2]. The yield is 0.910. (3) The reactants are [C:1]1([CH2:7][CH2:8][CH2:9][CH2:10][CH2:11][CH2:12][CH2:13][CH2:14][CH2:15][CH2:16][CH2:17][CH2:18][CH2:19][CH2:20]CCCC)[CH:6]=[CH:5][CH:4]=[CH:3][CH:2]=1.[Cl:25][S:26](O)(=[O:28])=[O:27]. The catalyst is C(Cl)(Cl)Cl. The product is [CH2:7]([C:1]1[CH:6]=[CH:5][C:4]([S:26]([Cl:25])(=[O:28])=[O:27])=[CH:3][CH:2]=1)[CH2:8][CH2:9][CH2:10][CH2:11][CH2:12][CH2:13][CH2:14][CH2:15][CH2:16][CH2:17][CH2:18][CH2:19][CH3:20]. The yield is 0.680. (4) The reactants are [CH3:1][O:2][C:3]1[CH:4]=[C:5]([CH2:20][C:21]([O:23]C2C(F)=C(F)C(F)=C(F)C=2F)=O)[CH:6]=[CH:7][C:8]=1[NH:9][C:10]([NH:12][C:13]1[CH:18]=[CH:17][CH:16]=[CH:15][C:14]=1[CH3:19])=[O:11].[CH3:35][O:36][C:37]1[CH:38]=[C:39]([CH:45]=[CH:46][C:47]=1[O:48][CH2:49][C@H:50]([NH2:52])[CH3:51])[C:40]([O:42][CH2:43][CH3:44])=[O:41].CCN(CC)CC. The catalyst is CN(C=O)C.CCOC(C)=O. The product is [CH3:35][O:36][C:37]1[CH:38]=[C:39]([CH:45]=[CH:46][C:47]=1[O:48][CH2:49][C@H:50]([NH:52][C:21](=[O:23])[CH2:20][C:5]1[CH:6]=[CH:7][C:8]([NH:9][C:10]([NH:12][C:13]2[CH:18]=[CH:17][CH:16]=[CH:15][C:14]=2[CH3:19])=[O:11])=[C:3]([O:2][CH3:1])[CH:4]=1)[CH3:51])[C:40]([O:42][CH2:43][CH3:44])=[O:41]. The yield is 0.690. (5) The reactants are Cl.Cl.[NH2:3][CH:4]([C:16]1[CH:21]=[CH:20][CH:19]=[CH:18][CH:17]=1)[C:5]([O:7][C@@H:8]1[CH:13]2[CH2:14][CH2:15][N:10]([CH2:11][CH2:12]2)[CH2:9]1)=[O:6].C(N(CC)CC)C.[CH3:29][C:30]1[S:31][C:32]([S:36](Cl)(=[O:38])=[O:37])=[C:33]([CH3:35])[N:34]=1. The catalyst is C(Cl)Cl. The product is [CH3:29][C:30]1[S:31][C:32]([S:36]([NH:3][CH:4]([C:16]2[CH:21]=[CH:20][CH:19]=[CH:18][CH:17]=2)[C:5]([O:7][C@@H:8]2[CH:13]3[CH2:12][CH2:11][N:10]([CH2:15][CH2:14]3)[CH2:9]2)=[O:6])(=[O:38])=[O:37])=[C:33]([CH3:35])[N:34]=1. The yield is 0.442.